Predict the reactants needed to synthesize the given product. From a dataset of Full USPTO retrosynthesis dataset with 1.9M reactions from patents (1976-2016). (1) Given the product [NH:8]1[C:3]2[CH:4]=[CH:5][CH:6]=[CH:7][C:2]=2[N:1]=[C:9]1[C:10]1[CH:15]=[CH:14][N:13]=[C:12]([NH:16][C:17](=[O:24])[C:18]2[CH:23]=[CH:22][CH:21]=[CH:20][CH:19]=2)[CH:11]=1, predict the reactants needed to synthesize it. The reactants are: [NH2:1][C:2]1[CH:7]=[CH:6][CH:5]=[CH:4][C:3]=1[NH:8][C:9](=O)[C:10]1[CH:15]=[CH:14][N:13]=[C:12]([NH:16][C:17](=[O:24])[C:18]2[CH:23]=[CH:22][CH:21]=[CH:20][CH:19]=2)[CH:11]=1.P(Cl)(Cl)(Cl)=O. (2) Given the product [C:14]([O:13][C:11]([NH:10][C@@H:9]1[CH2:8][CH2:7][C@H:6]([C:18]([O:20][CH3:21])=[O:19])[CH2:5][C@@H:4]1[NH2:1])=[O:12])([CH3:17])([CH3:16])[CH3:15], predict the reactants needed to synthesize it. The reactants are: [N:1]([C@H:4]1[C@@H:9]([NH:10][C:11]([O:13][C:14]([CH3:17])([CH3:16])[CH3:15])=[O:12])[CH2:8][CH2:7][C@@H:6]([C:18]([O:20][CH3:21])=[O:19])[CH2:5]1)=[N+]=[N-].[H][H].